Dataset: Full USPTO retrosynthesis dataset with 1.9M reactions from patents (1976-2016). Task: Predict the reactants needed to synthesize the given product. (1) Given the product [F:24][C:11]1[CH:10]=[C:9]([C:6]2[CH:5]=[CH:4][N:3]=[C:2]3[N:1]=[C:38]([C:35]4[CH:34]=[CH:33][C:32]([CH2:31][N:25]5[CH2:30][CH2:29][O:28][CH2:27][CH2:26]5)=[CH:37][N:36]=4)[NH:8][C:7]=23)[CH:14]=[CH:13][C:12]=1[CH2:15][NH:16][C:17](=[O:23])[O:18][C:19]([CH3:20])([CH3:21])[CH3:22], predict the reactants needed to synthesize it. The reactants are: [NH2:1][C:2]1[C:7]([NH2:8])=[C:6]([C:9]2[CH:14]=[CH:13][C:12]([CH2:15][NH:16][C:17](=[O:23])[O:18][C:19]([CH3:22])([CH3:21])[CH3:20])=[C:11]([F:24])[CH:10]=2)[CH:5]=[CH:4][N:3]=1.[N:25]1([CH2:31][C:32]2[CH:33]=[CH:34][C:35]([CH:38]=O)=[N:36][CH:37]=2)[CH2:30][CH2:29][O:28][CH2:27][CH2:26]1. (2) Given the product [NH2:8][C:9]1[CH2:10][C:11]([C:31](=[O:40])[N:32]([CH2:36][CH2:37][CH2:38][F:39])[CH2:33][CH2:34][CH3:35])=[CH:12][C:13]2[CH:19]=[CH:18][C:17]([C:20]3[CH:30]=[CH:29][C:23]([C:24]([O:26][CH2:27][CH3:28])=[O:25])=[CH:22][CH:21]=3)=[CH:16][C:14]=2[N:15]=1, predict the reactants needed to synthesize it. The reactants are: C(OC([NH:8][C:9]1[CH2:10][C:11]([C:31](=[O:40])[N:32]([CH2:36][CH2:37][CH2:38][F:39])[CH2:33][CH2:34][CH3:35])=[CH:12][C:13]2[CH:19]=[CH:18][C:17]([C:20]3[CH:30]=[CH:29][C:23]([C:24]([O:26][CH2:27][CH3:28])=[O:25])=[CH:22][CH:21]=3)=[CH:16][C:14]=2[N:15]=1)=O)(C)(C)C. (3) The reactants are: [CH2:1]([N:8]1[C:12](=[O:13])[C:11](=[C:14]2[N:18]([CH3:19])[C:17]3[CH:20]=[C:21]([OH:24])[CH:22]=[CH:23][C:16]=3[S:15]2)[S:10][C:9]1=[N:25][C:26]1[CH:27]=[C:28]([CH:31]=[CH:32][C:33]=1[NH:34][CH2:35][CH3:36])[C:29]#[N:30])[C:2]1[CH:7]=[CH:6][CH:5]=[CH:4][CH:3]=1.Br[CH2:38][CH2:39]Br.C([O-])([O-])=O.[K+].[K+].[CH3:47][N:48](C=O)C. Given the product [CH2:1]([N:8]1[C:12](=[O:13])[C:11](=[C:14]2[N:18]([CH3:19])[C:17]3[CH:20]=[C:21]([O:24][CH2:38][CH2:39][NH:48][CH3:47])[CH:22]=[CH:23][C:16]=3[S:15]2)[S:10][C:9]1=[N:25][C:26]1[CH:27]=[C:28]([CH:31]=[CH:32][C:33]=1[NH:34][CH2:35][CH3:36])[C:29]#[N:30])[C:2]1[CH:7]=[CH:6][CH:5]=[CH:4][CH:3]=1, predict the reactants needed to synthesize it. (4) The reactants are: [N:1]1([C:6]2[CH:11]=[CH:10][C:9]([O:12][CH3:13])=[CH:8][C:7]=2[O:14][CH3:15])[CH2:5][CH2:4][CH2:3][CH2:2]1.[CH3:16][O:17]C(Cl)Cl.[OH-].[Na+].C(OCC)(=O)C. Given the product [CH3:13][O:12][C:9]1[CH:8]=[C:7]([O:14][CH3:15])[C:6]([N:1]2[CH2:2][CH2:3][CH2:4][CH2:5]2)=[CH:11][C:10]=1[CH:16]=[O:17], predict the reactants needed to synthesize it. (5) Given the product [Br:1][C:2]1[N:3]=[C:4]([CH3:11])[C:5]([C:6]([N:23]2[CH2:24][CH2:25][N:20]([C:17]3[C:16]([CH3:26])=[CH:15][C:14]([CH2:12][CH3:13])=[CH:19][N:18]=3)[CH2:21][CH2:22]2)=[O:8])=[CH:9][CH:10]=1, predict the reactants needed to synthesize it. The reactants are: [Br:1][C:2]1[CH:10]=[CH:9][C:5]([C:6]([OH:8])=O)=[C:4]([CH3:11])[N:3]=1.[CH2:12]([C:14]1[CH:15]=[C:16]([CH3:26])[C:17]([N:20]2[CH2:25][CH2:24][NH:23][CH2:22][CH2:21]2)=[N:18][CH:19]=1)[CH3:13]. (6) Given the product [C:1]([C:5]1[CH:6]=[CH:7][C:8]([C:9]([NH:14][C@@H:15]([CH2:20][C:21]2[CH:22]=[CH:23][C:24]([C:27]3[NH:28][CH:29]=[C:30]([C:32]4[CH:33]=[CH:34][C:35]([O:38][CH2:39][CH2:40][CH2:41][CH2:42][CH2:43][CH2:44][CH3:45])=[CH:36][CH:37]=4)[N:31]=3)=[CH:25][CH:26]=2)[C:16]([O:18][CH3:19])=[O:17])=[O:11])=[CH:12][CH:13]=1)([CH3:2])([CH3:3])[CH3:4], predict the reactants needed to synthesize it. The reactants are: [C:1]([C:5]1[CH:13]=[CH:12][C:8]([C:9]([OH:11])=O)=[CH:7][CH:6]=1)([CH3:4])([CH3:3])[CH3:2].[NH2:14][C@@H:15]([CH2:20][C:21]1[CH:26]=[CH:25][C:24]([C:27]2[NH:28][CH:29]=[C:30]([C:32]3[CH:37]=[CH:36][C:35]([O:38][CH2:39][CH2:40][CH2:41][CH2:42][CH2:43][CH2:44][CH3:45])=[CH:34][CH:33]=3)[N:31]=2)=[CH:23][CH:22]=1)[C:16]([O:18][CH3:19])=[O:17].CN(C(ON1N=NC2C=CC=NC1=2)=[N+](C)C)C.F[P-](F)(F)(F)(F)F.